This data is from Full USPTO retrosynthesis dataset with 1.9M reactions from patents (1976-2016). The task is: Predict the reactants needed to synthesize the given product. (1) Given the product [Br:8][C:9]1[CH:14]=[C:13]([C:2]2[CH:7]=[CH:6][CH:5]=[CH:4][N:3]=2)[CH:12]=[CH:11][CH:10]=1, predict the reactants needed to synthesize it. The reactants are: Br[C:2]1[CH:7]=[CH:6][CH:5]=[CH:4][N:3]=1.[Br:8][C:9]1[CH:10]=[C:11](B(O)O)[CH:12]=[CH:13][CH:14]=1.C(=O)([O-])[O-].[K+].[K+].C1(P(C2C=CC=CC=2)C2C=CC=CC=2)C=CC=CC=1. (2) Given the product [Br:21][C:9]1[C:10]([NH2:13])=[N:11][CH:12]=[C:7]([CH:4]2[CH2:3][CH2:2][O:1][CH2:6][CH2:5]2)[N:8]=1, predict the reactants needed to synthesize it. The reactants are: [O:1]1[CH2:6][CH2:5][CH:4]([C:7]2[N:8]=[CH:9][C:10]([NH2:13])=[N:11][CH:12]=2)[CH2:3][CH2:2]1.C1C(=O)N([Br:21])C(=O)C1. (3) The reactants are: C(N(C(C)C)C(C)C)C.[NH2:10][C:11]1[CH:16]=[CH:15][CH:14]=[CH:13][CH:12]=1.[CH3:17][O:18][C:19](=[O:45])[C:20]([CH3:44])([CH3:43])[CH2:21][O:22][C:23]1[N:28]=[CH:27][C:26]([C:29]2[CH:38]=[C:37]3[C:32]([C:33]([C:40](O)=[O:41])=[CH:34][C:35]([CH3:39])=[N:36]3)=[CH:31][CH:30]=2)=[CH:25][CH:24]=1. Given the product [CH3:44][C:20]([CH3:43])([CH2:21][O:22][C:23]1[CH:24]=[CH:25][C:26]([C:29]2[CH:38]=[C:37]3[C:32]([C:33]([C:40](=[O:41])[NH:10][C:11]4[CH:16]=[CH:15][CH:14]=[CH:13][CH:12]=4)=[CH:34][C:35]([CH3:39])=[N:36]3)=[CH:31][CH:30]=2)=[CH:27][N:28]=1)[C:19]([O:18][CH3:17])=[O:45], predict the reactants needed to synthesize it. (4) Given the product [NH2:30][C:31]1[N:5]([CH2:6][CH2:7][NH:8][C:9]([CH:11]2[CH2:16][CH2:15][CH2:14][CH2:13][CH2:12]2)=[O:10])[CH2:4][C:3]2[C:2](=[CH:20][CH:19]=[C:18]([C:21](=[O:28])[C:22]3[CH:23]=[CH:24][CH:25]=[CH:26][CH:27]=3)[CH:17]=2)[N:1]=1, predict the reactants needed to synthesize it. The reactants are: [NH2:1][C:2]1[CH:20]=[CH:19][C:18]([C:21](=[O:28])[C:22]2[CH:27]=[CH:26][CH:25]=[CH:24][CH:23]=2)=[CH:17][C:3]=1[CH2:4][NH:5][CH2:6][CH2:7][NH:8][C:9]([CH:11]1[CH2:16][CH2:15][CH2:14][CH2:13][CH2:12]1)=[O:10].[Br].[N:30]#[C:31]C#N. (5) Given the product [Cl:1][C:2]1[CH:3]=[C:4]([CH2:9][S:10]([NH2:14])(=[O:12])=[O:11])[CH:5]=[CH:6][C:7]=1[Cl:8], predict the reactants needed to synthesize it. The reactants are: [Cl:1][C:2]1[CH:3]=[C:4]([CH2:9][S:10](Cl)(=[O:12])=[O:11])[CH:5]=[CH:6][C:7]=1[Cl:8].[NH3:14]. (6) The reactants are: C[O:2][C:3]([C:5]12[CH2:14][CH:9]3[CH2:10][CH:11]([CH2:13][CH:7]([CH:8]3[NH:15][C:16]([C:18]3([CH2:21][NH:22][S:23]([C:26]4[CH:31]=[CH:30][CH:29]=[CH:28][C:27]=4[F:32])(=[O:25])=[O:24])[CH2:20][CH2:19]3)=[O:17])[CH2:6]1)[CH2:12]2)=[O:4].Cl. Given the product [F:32][C:27]1[CH:28]=[CH:29][CH:30]=[CH:31][C:26]=1[S:23]([NH:22][CH2:21][C:18]1([C:16]([NH:15][CH:8]2[CH:7]3[CH2:6][C:5]4([C:3]([OH:4])=[O:2])[CH2:12][CH:11]([CH2:10][CH:9]2[CH2:14]4)[CH2:13]3)=[O:17])[CH2:19][CH2:20]1)(=[O:25])=[O:24], predict the reactants needed to synthesize it. (7) Given the product [C:1]([C:3]1[CH:26]=[CH:25][C:6]([CH2:7][N:8]2[C:13](=[O:14])[CH2:12][CH:11]([CH2:15][CH3:16])[C:10]([C:17]3[CH:22]=[CH:21][C:20]([OH:23])=[C:19]([OH:24])[CH:18]=3)=[N:9]2)=[CH:5][CH:4]=1)([OH:30])=[O:27], predict the reactants needed to synthesize it. The reactants are: [C:1]([C:3]1[CH:26]=[CH:25][C:6]([CH2:7][N:8]2[C:13](=[O:14])[CH2:12][CH:11]([CH2:15][CH3:16])[C:10]([C:17]3[CH:22]=[CH:21][C:20]([OH:23])=[C:19]([OH:24])[CH:18]=3)=[N:9]2)=[CH:5][CH:4]=1)#N.[OH-:27].[Na+].S(=O)(=O)(O)[OH:30].